From a dataset of Full USPTO retrosynthesis dataset with 1.9M reactions from patents (1976-2016). Predict the reactants needed to synthesize the given product. Given the product [CH2:1]([O:3][C:4]([N:6]1[CH2:11][CH2:10][N:9]([C:12]2[CH:17]=[CH:16][C:15]([CH2:18][NH2:19])=[CH:14][CH:13]=2)[CH2:8][CH2:7]1)=[O:5])[CH3:2], predict the reactants needed to synthesize it. The reactants are: [CH2:1]([O:3][C:4]([N:6]1[CH2:11][CH2:10][N:9]([C:12]2[CH:17]=[CH:16][C:15]([C:18]#[N:19])=[CH:14][CH:13]=2)[CH2:8][CH2:7]1)=[O:5])[CH3:2].[BH4-].[Na+].II.Cl.[OH-].[Na+].